This data is from Full USPTO retrosynthesis dataset with 1.9M reactions from patents (1976-2016). The task is: Predict the reactants needed to synthesize the given product. (1) Given the product [F:38][C:35]1[CH:34]=[CH:33][C:32]([C:28]2([CH:9]3[C:10]4[C:15](=[CH:14][CH:13]=[C:12]([O:18][CH2:19][CH2:20][NH:21][S:22]([CH2:25][CH2:26][CH3:27])(=[O:24])=[O:23])[CH:11]=4)[CH2:16][CH2:17][N:8]3[C:6]3[NH:5][CH:4]=[CH:3][N:7]=3)[CH2:29][CH2:30][CH2:31]2)=[CH:37][CH:36]=1, predict the reactants needed to synthesize it. The reactants are: CO[CH:3](OC)[CH2:4][NH:5][C:6]([N:8]1[CH2:17][CH2:16][C:15]2[C:10](=[CH:11][C:12]([O:18][CH2:19][CH2:20][NH:21][S:22]([CH2:25][CH2:26][CH3:27])(=[O:24])=[O:23])=[CH:13][CH:14]=2)[CH:9]1[C:28]1([C:32]2[CH:37]=[CH:36][C:35]([F:38])=[CH:34][CH:33]=2)[CH2:31][CH2:30][CH2:29]1)=[NH:7].Cl. (2) Given the product [CH3:19][O:20][C:21]1[CH:26]=[CH:25][C:24]([CH:27]([NH:29][C:2]2[C:3]3[C:4](=[N:9][CH:12]=[CH:13][N:10]=3)[N:5]=[C:6]([CH3:8])[N:7]=2)[CH3:28])=[CH:23][CH:22]=1, predict the reactants needed to synthesize it. The reactants are: Cl[C:2]1[N:7]=[C:6]([CH3:8])[N:5]=[C:4]([NH2:9])[C:3]=1[NH2:10].O1CCO[CH:13](O)[CH:12]1O.[CH3:19][O:20][C:21]1[CH:26]=[CH:25][C:24]([CH:27]([NH2:29])[CH3:28])=[CH:23][CH:22]=1.C(N(CC)CC)C. (3) Given the product [NH2:8][C:9]1[CH:17]=[CH:16][CH:15]=[C:14]2[C:10]=1[CH:11]=[N:12][N:13]2[C:18]([C:25]1[CH:26]=[CH:27][C:28]([Cl:31])=[CH:29][CH:30]=1)([CH2:23][CH3:24])[C:19]([O:21][CH3:22])=[O:20], predict the reactants needed to synthesize it. The reactants are: C(OC([NH:8][C:9]1[CH:17]=[CH:16][CH:15]=[C:14]2[C:10]=1[CH:11]=[N:12][N:13]2[C:18]([C:25]1[CH:30]=[CH:29][C:28]([Cl:31])=[CH:27][CH:26]=1)([CH2:23][CH3:24])[C:19]([O:21][CH3:22])=[O:20])=O)(C)(C)C. (4) Given the product [CH3:31][C:26]1([CH3:32])[C:27]([CH3:30])([CH3:29])[O:28][B:24]([C:2]2[CH:3]=[C:4]([C:8]3[CH:13]=[CH:12][CH:11]=[C:10]([C:14]([O:16][CH2:17][CH3:18])=[O:15])[CH:9]=3)[CH:5]=[CH:6][CH:7]=2)[O:25]1, predict the reactants needed to synthesize it. The reactants are: Br[C:2]1[CH:3]=[C:4]([C:8]2[CH:13]=[CH:12][CH:11]=[C:10]([C:14]([O:16][CH2:17][CH3:18])=[O:15])[CH:9]=2)[CH:5]=[CH:6][CH:7]=1.CC([O-])=O.[K+].[B:24]1([B:24]2[O:28][C:27]([CH3:30])([CH3:29])[C:26]([CH3:32])([CH3:31])[O:25]2)[O:28][C:27]([CH3:30])([CH3:29])[C:26]([CH3:32])([CH3:31])[O:25]1. (5) Given the product [ClH:35].[CH3:1][C:2]1[CH:7]=[CH:6][N:5]2[CH:8]=[C:9]([C:11]3[C:33](=[O:34])[O:32][C:14]4=[N:15][C:16]([N:19]5[CH2:20][CH2:21][NH:22][CH2:23][CH2:24]5)=[CH:17][CH:18]=[C:13]4[CH:12]=3)[N:10]=[C:4]2[CH:3]=1, predict the reactants needed to synthesize it. The reactants are: [CH3:1][C:2]1[CH:7]=[CH:6][N:5]2[CH:8]=[C:9]([C:11]3[C:33](=[O:34])[O:32][C:14]4=[N:15][C:16]([N:19]5[CH2:24][CH2:23][N:22](C(OC(C)(C)C)=O)[CH2:21][CH2:20]5)=[CH:17][CH:18]=[C:13]4[CH:12]=3)[N:10]=[C:4]2[CH:3]=1.[ClH:35]. (6) Given the product [F:22][C:17]1[CH:18]=[CH:19][CH:20]=[CH:21][C:16]=1[CH2:15][N:8]1[C:9]2=[N:10][CH:11]=[CH:12][CH:13]=[C:14]2[C:6]([C:4](=[NH:5])[O:2][CH3:1])=[N:7]1, predict the reactants needed to synthesize it. The reactants are: [CH3:1][O-:2].[Na+].[C:4]([C:6]1[C:14]2[C:9](=[N:10][CH:11]=[CH:12][CH:13]=2)[N:8]([CH2:15][C:16]2[CH:21]=[CH:20][CH:19]=[CH:18][C:17]=2[F:22])[N:7]=1)#[N:5]. (7) Given the product [NH2:14][C:3]1[C:2]([F:1])=[C:9]([O:10][CH3:11])[C:8]([O:12][CH3:13])=[CH:7][C:4]=1[C:5]#[N:6], predict the reactants needed to synthesize it. The reactants are: [F:1][C:2]1[C:3]([N+:14]([O-])=O)=[C:4]([CH:7]=[C:8]([O:12][CH3:13])[C:9]=1[O:10][CH3:11])[C:5]#[N:6].S(S([O-])=O)([O-])=O.[Na+].[Na+].